This data is from Forward reaction prediction with 1.9M reactions from USPTO patents (1976-2016). The task is: Predict the product of the given reaction. (1) Given the reactants ClC(Cl)(Cl)C#N.C1CCN2C(=NCCC2)CC1.C(C1C=CC(CC2C=CC(NC(=O)OCC3C=CC=CC=3)=CC=2O)=CC=1)C.C([O:53][C@@H:54]1[C@@H:86]([O:87]C(=O)C2C=CC=CC=2)[CH2:85][C@@H:84]([CH2:96][O:97]C(=O)C2C=CC=CC=2)[O:83][C@H:55]1[O:56][C:57]1[CH:62]=[C:61]([NH:63]C(OCC2C=CC=CC=2)=O)[CH:60]=[CH:59][C:58]=1[CH2:74][C:75]1[CH:80]=[CH:79][C:78]([CH2:81][CH3:82])=[CH:77][CH:76]=1)(=O)C1C=CC=CC=1.C(O[C@@H]1[C@@H](OC(=O)C2C=CC=CC=2)C[C@@H](COC(=O)C2C=CC=CC=2)O[C@H]1OC1C=C(N)C=CC=1CC1C=CC(CC)=CC=1)(=O)C1C=CC=CC=1.C(=O)([O-])[O-].[K+].[K+], predict the reaction product. The product is: [O:56]([C:57]1[CH:62]=[C:61]([NH2:63])[CH:60]=[CH:59][C:58]=1[CH2:74][C:75]1[CH:76]=[CH:77][C:78]([CH2:81][CH3:82])=[CH:79][CH:80]=1)[C@@H:55]1[O:83][C@H:84]([CH2:96][OH:97])[CH2:85][C@H:86]([OH:87])[C@H:54]1[OH:53]. (2) Given the reactants [C:1]([NH:9][C:10]1[CH:11]=[C:12]([CH:18]=[CH:19][N:20]=1)[C:13]([O:15]CC)=[O:14])(=[O:8])[C:2]1[CH:7]=[CH:6][CH:5]=[CH:4][CH:3]=1.O.[OH-].[Li+], predict the reaction product. The product is: [C:1]([NH:9][C:10]1[CH:11]=[C:12]([CH:18]=[CH:19][N:20]=1)[C:13]([OH:15])=[O:14])(=[O:8])[C:2]1[CH:3]=[CH:4][CH:5]=[CH:6][CH:7]=1. (3) Given the reactants [OH:1][C:2]1[CH:7]=[CH:6][C:5]([N:8]2[C:12](=[O:13])[CH:11]=[CH:10][C:9]2=[O:14])=[CH:4][CH:3]=1.[CH3:15][O:16][C:17]1[C:33]([O:34][CH3:35])=[CH:32][C:20]([CH2:21][O:22][C:23]([NH:25][CH:26]([CH3:31])[CH2:27][C:28](O)=[O:29])=[O:24])=[C:19]([N+:36]([O-:38])=[O:37])[CH:18]=1.CC(C)N=C=NC(C)C, predict the reaction product. The product is: [O:13]=[C:12]1[CH:11]=[CH:10][C:9](=[O:14])[N:8]1[C:5]1[CH:4]=[CH:3][C:2]([O:1][C:28](=[O:29])[CH2:27][CH:26]([NH:25][C:23]([O:22][CH2:21][C:20]2[CH:32]=[C:33]([O:34][CH3:35])[C:17]([O:16][CH3:15])=[CH:18][C:19]=2[N+:36]([O-:38])=[O:37])=[O:24])[CH3:31])=[CH:7][CH:6]=1. (4) Given the reactants [CH2:1]([C:3]1[CH:4]=[C:5]([C:10]2[N:15]=[C:14]([C:16]([O:18][CH3:19])=[O:17])[CH:13]=[CH:12][CH:11]=2)[CH:6]=[CH:7][C:8]=1[OH:9])[CH3:2].[C:20](=O)([O-])[O-].[K+].[K+].CI, predict the reaction product. The product is: [CH2:1]([C:3]1[CH:4]=[C:5]([C:10]2[N:15]=[C:14]([C:16]([O:18][CH3:19])=[O:17])[CH:13]=[CH:12][CH:11]=2)[CH:6]=[CH:7][C:8]=1[O:9][CH3:20])[CH3:2]. (5) The product is: [Br:1][C:2]1[C:3]([NH2:31])=[N:4][CH:5]=[N:6][C:7]=1[N:8]1[CH2:13][CH2:12][CH:11]([C:14]2[NH:15][CH:16]=[C:17]([C:19]3[CH:24]=[CH:23][CH:22]=[C:21]([C:26]([F:29])([F:28])[F:27])[CH:20]=3)[N:18]=2)[CH2:10][CH2:9]1. Given the reactants [Br:1][C:2]1[C:3]([NH2:31])=[N:4][CH:5]=[N:6][C:7]=1[N:8]1[CH2:13][CH2:12][CH:11]([C:14]2[N:15](C)[CH:16]=[C:17]([C:19]3[CH:24]=[CH:23][C:22](F)=[C:21]([C:26]([F:29])([F:28])[F:27])[CH:20]=3)[N:18]=2)[CH2:10][CH2:9]1.FC(F)(F)C1C=C(C2N=C(C3CCNCC3)NC=2)C=CC=1, predict the reaction product. (6) Given the reactants [C:1]1([C:28]2[CH:33]=[CH:32][CH:31]=[CH:30][CH:29]=2)[CH:6]=[CH:5][C:4]([C:7]2[C:25]([F:26])=[CH:24][C:10]3[NH:11][C:12]([O:14][CH2:15][CH:16]4[CH2:18][CH:17]4[C:19]([O:21]CC)=[O:20])=[N:13][C:9]=3[C:8]=2[F:27])=[CH:3][CH:2]=1.O([Si](C)(C)C)[K], predict the reaction product. The product is: [C:1]1([C:28]2[CH:29]=[CH:30][CH:31]=[CH:32][CH:33]=2)[CH:2]=[CH:3][C:4]([C:7]2[C:25]([F:26])=[CH:24][C:10]3[NH:11][C:12]([O:14][CH2:15][CH:16]4[CH2:18][CH:17]4[C:19]([OH:21])=[O:20])=[N:13][C:9]=3[C:8]=2[F:27])=[CH:5][CH:6]=1. (7) Given the reactants [Cl:1][C:2]1[CH:7]=[CH:6][C:5]([C:8]2[N:12]([CH3:13])[CH:11]=[N:10][C:9]=2[C:14]2[CH:19]=[CH:18][C:17]([Cl:20])=[CH:16][C:15]=2[Cl:21])=[CH:4][CH:3]=1.[Li]CCCC.[CH:27]1([N:33]=[C:34]=[O:35])[CH2:32][CH2:31][CH2:30][CH2:29][CH2:28]1, predict the reaction product. The product is: [CH:27]1([NH:33][C:34]([C:11]2[N:12]([CH3:13])[C:8]([C:5]3[CH:4]=[CH:3][C:2]([Cl:1])=[CH:7][CH:6]=3)=[C:9]([C:14]3[CH:19]=[CH:18][C:17]([Cl:20])=[CH:16][C:15]=3[Cl:21])[N:10]=2)=[O:35])[CH2:32][CH2:31][CH2:30][CH2:29][CH2:28]1. (8) Given the reactants [CH:1]([O:4][C:5]1[CH:6]=[C:7]2[C:12](=[CH:13][CH:14]=1)[C:11]([CH3:15])=[CH:10][CH:9]=[CH:8]2)([CH3:3])[CH3:2].[Br:16]N1C(=O)CCC1=O, predict the reaction product. The product is: [Br:16][CH2:15][C:11]1[C:12]2[C:7](=[CH:6][C:5]([O:4][CH:1]([CH3:3])[CH3:2])=[CH:14][CH:13]=2)[CH:8]=[CH:9][CH:10]=1. (9) Given the reactants [Br:1][C:2]1[CH:3]=[C:4]2[C:9](=[CH:10][CH:11]=1)[NH:8][C:7]([CH3:13])([CH3:12])[CH:6]=[CH:5]2.[O:14]1CCCC1.[OH-].[Na+].OO, predict the reaction product. The product is: [Br:1][C:2]1[CH:3]=[C:4]2[C:9](=[CH:10][CH:11]=1)[NH:8][C:7]([CH3:13])([CH3:12])[CH2:6][CH:5]2[OH:14].